Predict which catalyst facilitates the given reaction. From a dataset of Catalyst prediction with 721,799 reactions and 888 catalyst types from USPTO. (1) The catalyst class is: 5. Product: [C:1]([C:3]1[N:8]=[CH:7][C:6]([CH2:9][CH2:10][C:11]2[CH:20]=[C:19]3[C:14]([C:15]([C:25]4[CH:30]=[CH:29][C:28]([O:31][CH3:32])=[CH:27][C:26]=4[F:33])=[CH:16][C:17]([C:21]([NH2:34])=[O:23])=[N:18]3)=[CH:13][CH:12]=2)=[CH:5][CH:4]=1)#[N:2]. Reactant: [C:1]([C:3]1[N:8]=[CH:7][C:6]([CH2:9][CH2:10][C:11]2[CH:20]=[C:19]3[C:14]([C:15]([C:25]4[CH:30]=[CH:29][C:28]([O:31][CH3:32])=[CH:27][C:26]=4[F:33])=[CH:16][C:17]([C:21]([O:23]C)=O)=[N:18]3)=[CH:13][CH:12]=2)=[CH:5][CH:4]=1)#[N:2].[NH3:34].CO. (2) Reactant: [C:1]([C:3]1[C:8]([CH3:9])=[CH:7][C:6]([CH3:10])=[CH:5][N:4]=1)#[N:2].[C:11](O)([CH3:14])([CH3:13])[CH3:12].[OH-:16].[Na+]. Product: [CH3:12][C:11]([NH:2][C:1]([C:3]1[C:8]([CH3:9])=[CH:7][C:6]([CH3:10])=[CH:5][N:4]=1)=[O:16])([CH3:14])[CH3:13]. The catalyst class is: 65. (3) The catalyst class is: 2. Reactant: [OH:1][CH2:2][C@H:3]1[N:8]([C:9]([O:11][CH2:12][C:13]2[CH:18]=[CH:17][CH:16]=[CH:15][CH:14]=2)=[O:10])[CH2:7][C@@H:6]([C:19]([O:21][CH3:22])=[O:20])[CH2:5][CH2:4]1.F[B-](F)(F)F.[H+].[CH3:29][Si](C=[N+]=[N-])(C)C.C([O-])(O)=O.[Na+]. Product: [CH3:29][O:1][CH2:2][C@H:3]1[N:8]([C:9]([O:11][CH2:12][C:13]2[CH:18]=[CH:17][CH:16]=[CH:15][CH:14]=2)=[O:10])[CH2:7][C@@H:6]([C:19]([O:21][CH3:22])=[O:20])[CH2:5][CH2:4]1. (4) Reactant: [F:1][C:2]([F:47])([F:46])[C:3]1[CH:4]=[C:5]([CH:39]=[C:40]([C:42]([F:45])([F:44])[F:43])[CH:41]=1)[CH2:6][N:7]([CH2:20][C:21]1[CH:26]=[C:25]([C:27]([F:30])([F:29])[F:28])[CH:24]=[CH:23][C:22]=1OS(C(F)(F)F)(=O)=O)[C:8]1[N:13]=[CH:12][C:11]([N:14]2[CH2:19][CH2:18][O:17][CH2:16][CH2:15]2)=[CH:10][N:9]=1.[B:57]1([B:57]2[O:61][C:60]([CH3:63])([CH3:62])[C:59]([CH3:65])([CH3:64])[O:58]2)[O:61][C:60]([CH3:63])([CH3:62])[C:59]([CH3:65])([CH3:64])[O:58]1.C([O-])(=O)C.[K+].O. Product: [F:47][C:2]([F:1])([F:46])[C:3]1[CH:4]=[C:5]([CH:39]=[C:40]([C:42]([F:43])([F:44])[F:45])[CH:41]=1)[CH2:6][N:7]([C:8]1[N:13]=[CH:12][C:11]([N:14]2[CH2:15][CH2:16][O:17][CH2:18][CH2:19]2)=[CH:10][N:9]=1)[CH2:20][C:21]1[CH:26]=[C:25]([C:27]([F:28])([F:29])[F:30])[CH:24]=[CH:23][C:22]=1[B:57]1[O:58][C:59]([CH3:64])([CH3:65])[C:60]([CH3:62])([CH3:63])[O:61]1. The catalyst class is: 155. (5) Reactant: [BH4-].[Na+].[OH-:3].[Na+].Cl.[C:6]([O-:9])(=O)C.[C:10]([O-])(=O)[CH3:11].[C:14]([O-])(=O)C.C([O-])(=O)C.[Pb+4].[CH2:23]([OH:25])[CH3:24]. Product: [CH3:14][C:10]1([CH3:11])[O:25][C@H:23]([CH2:6][OH:9])[CH2:24][O:3]1. The catalyst class is: 757. (6) Reactant: [Br:1][C:2]1[CH:3]=[CH:4][C:5]2[C:6](=O)[O:7][C:8](=O)[C:9]3[C:10]=2[C:11]=1[CH:12]=[CH:13][CH:14]=3.[BH4-].[Na+].FC(F)(F)C(O)=O.C([SiH](CC)CC)C. Product: [Br:1][C:2]1[CH:3]=[CH:4][C:5]2[CH2:6][O:7][CH2:8][C:9]3[C:10]=2[C:11]=1[CH:12]=[CH:13][CH:14]=3. The catalyst class is: 8.